This data is from Full USPTO retrosynthesis dataset with 1.9M reactions from patents (1976-2016). The task is: Predict the reactants needed to synthesize the given product. (1) Given the product [Cl:1][C:2]1[C:10]([CH3:11])=[N:9][C:8]2[N:4]([N:5]=[C:6]3[CH2:14][N:13]([C:15]([C:17]4[CH:22]=[CH:21][CH:20]=[CH:19][C:18]=4[O:23][CH:24]([CH3:27])[CH:25]=[O:26])=[O:16])[CH2:12][C:7]3=2)[C:3]=1[CH3:28], predict the reactants needed to synthesize it. The reactants are: [Cl:1][C:2]1[C:10]([CH3:11])=[N:9][C:8]2[N:4]([N:5]=[C:6]3[CH2:14][N:13]([C:15]([C:17]4[CH:22]=[CH:21][CH:20]=[CH:19][C:18]=4[O:23][CH:24]([CH3:27])[CH2:25][OH:26])=[O:16])[CH2:12][C:7]3=2)[C:3]=1[CH3:28]. (2) Given the product [N+:1]1([O-:17])[CH:6]=[CH:5][CH:4]=[C:3]([CH3:7])[C:2]=1[CH3:8], predict the reactants needed to synthesize it. The reactants are: [N:1]1[CH:6]=[CH:5][CH:4]=[C:3]([CH3:7])[C:2]=1[CH3:8].ClC1C=CC=C(C(OO)=[O:17])C=1.